This data is from Reaction yield outcomes from USPTO patents with 853,638 reactions. The task is: Predict the reaction yield, written as a fraction of the theoretical maximum amount of product (1.0 means a 100% yield; for example, 0.34 means a 34% yield). (1) The reactants are [N:1]1[C:6]([NH2:7])=[CH:5][C:4]([NH2:8])=[N:3][CH:2]=1.[C:9](OC(=O)C)(=[O:11])[CH3:10]. The catalyst is O1CCOCC1. The product is [NH2:8][C:4]1[N:3]=[CH:2][N:1]=[C:6]([NH:7][C:9](=[O:11])[CH3:10])[CH:5]=1. The yield is 0.610. (2) The reactants are [Cl:1][C:2]1[CH:3]=[C:4]([CH:25]=[CH:26][C:27]=1[O:28][CH3:29])[CH2:5][NH:6][C:7]1[C:12]([C:13]([NH:15][CH2:16][C:17]2[N:22]=[CH:21][CH:20]=[CH:19][N:18]=2)=[O:14])=[CH:11][N:10]=[C:9]([S:23][CH3:24])[N:8]=1.C1C=C(Cl)C=C(C(OO)=[O:38])C=1. The catalyst is C(Cl)Cl. The product is [Cl:1][C:2]1[CH:3]=[C:4]([CH:25]=[CH:26][C:27]=1[O:28][CH3:29])[CH2:5][NH:6][C:7]1[C:12]([C:13]([NH:15][CH2:16][C:17]2[N:18]=[CH:19][CH:20]=[CH:21][N:22]=2)=[O:14])=[CH:11][N:10]=[C:9]([S:23]([CH3:24])=[O:38])[N:8]=1. The yield is 0.640. (3) The catalyst is C1COCC1.C1C=CC(P(C2C=CC=CC=2)[C-]2C=CC=C2)=CC=1.C1C=CC(P(C2C=CC=CC=2)[C-]2C=CC=C2)=CC=1.Cl[Pd]Cl.[Fe+2]. The yield is 0.0900. The reactants are Br[C:2]1[CH:3]=[C:4]([C:12]2[N:13]=[C:14]3[CH:19]=[CH:18][C:17]([O:20][CH2:21][CH3:22])=[N:16][N:15]3[CH:23]=2)[CH:5]=[CH:6][C:7]=1[C:8]([F:11])([F:10])[F:9].[Br-].[N:25]1[CH:30]=[CH:29][CH:28]=[CH:27][C:26]=1[Zn+]. The product is [CH2:21]([O:20][C:17]1[CH:18]=[CH:19][C:14]2[N:15]([CH:23]=[C:12]([C:4]3[CH:5]=[CH:6][C:7]([C:8]([F:11])([F:10])[F:9])=[C:2]([C:26]4[CH:27]=[CH:28][CH:29]=[CH:30][N:25]=4)[CH:3]=3)[N:13]=2)[N:16]=1)[CH3:22]. (4) The reactants are [Br:1][C:2]1[S:3][C:4]2[C:10]([OH:11])=[C:9]([C@H:12]([O:18][C:19]([CH3:22])([CH3:21])[CH3:20])[C:13]([O:15][CH2:16][CH3:17])=[O:14])[C:8]([CH3:23])=[CH:7][C:5]=2[N:6]=1.[B-](F)(F)(F)[F:25].[B-](F)(F)(F)F.C1[N+]2(CCl)CC[N+](F)(CC2)C1. The catalyst is C(#N)C. The product is [Br:1][C:2]1[S:3][C:4]2[C:10]([OH:11])=[C:9]([C@H:12]([O:18][C:19]([CH3:22])([CH3:21])[CH3:20])[C:13]([O:15][CH2:16][CH3:17])=[O:14])[C:8]([CH3:23])=[C:7]([F:25])[C:5]=2[N:6]=1. The yield is 0.350. (5) The reactants are Br[C:2]1[C:3]([NH:9][CH2:10][C:11]([CH3:13])=[CH2:12])=[N:4][C:5]([Cl:8])=[N:6][CH:7]=1.CCN(CC)CC.O. The catalyst is CC(N(C)C)=O.CCCC[N+](CCCC)(CCCC)CCCC.[Br-].CC([O-])=O.CC([O-])=O.[Pd+2]. The product is [Cl:8][C:5]1[N:6]=[CH:7][C:2]2[C:11]([CH3:13])([CH3:12])[CH2:10][NH:9][C:3]=2[N:4]=1. The yield is 0.160.